This data is from Catalyst prediction with 721,799 reactions and 888 catalyst types from USPTO. The task is: Predict which catalyst facilitates the given reaction. (1) Reactant: [C:1]([O:5][C:6](=[O:18])[NH:7][C:8]1[CH:13]=[CH:12][C:11](Br)=[CH:10][C:9]=1[N+:15]([O-:17])=[O:16])([CH3:4])([CH3:3])[CH3:2].[B:19]1([B:19]2[O:23][C:22]([CH3:25])([CH3:24])[C:21]([CH3:27])([CH3:26])[O:20]2)[O:23][C:22]([CH3:25])([CH3:24])[C:21]([CH3:27])([CH3:26])[O:20]1.C(Cl)Cl.CC([O-])=O.[K+]. Product: [C:1]([O:5][C:6](=[O:18])[NH:7][C:8]1[CH:13]=[CH:12][C:11]([B:19]2[O:23][C:22]([CH3:25])([CH3:24])[C:21]([CH3:27])([CH3:26])[O:20]2)=[CH:10][C:9]=1[N+:15]([O-:17])=[O:16])([CH3:4])([CH3:3])[CH3:2]. The catalyst class is: 75. (2) Reactant: [Br:1][C:2]1[N:3]=[CH:4][N:5]([C:7]2[CH:12]=[CH:11][C:10]([N+:13]([O-])=O)=[CH:9][C:8]=2[O:16][CH3:17])[CH:6]=1.O.C(=O)([O-])O.[Na+]. Product: [Br:1][C:2]1[N:3]=[CH:4][N:5]([C:7]2[CH:12]=[CH:11][C:10]([NH2:13])=[CH:9][C:8]=2[O:16][CH3:17])[CH:6]=1. The catalyst class is: 336. (3) Reactant: [Br:1][C:2]1[CH:7]=[C:6]([CH3:8])[C:5]([C:9]2[CH:10]=[C:11]([C:22]([NH2:24])=[O:23])[N:12]3[C:17](S(C)=O)=[CH:16][C:15]([CH3:21])=[N:14][C:13]=23)=[C:4]([CH3:25])[CH:3]=1.[CH2:26]([NH:29][CH2:30][CH2:31][CH3:32])[CH2:27][CH3:28].C(=O)([O-])O.[Na+]. Product: [Br:1][C:2]1[CH:7]=[C:6]([CH3:8])[C:5]([C:9]2[CH:10]=[C:11]([C:22]([NH2:24])=[O:23])[N:12]3[C:17]([N:29]([CH2:30][CH2:31][CH3:32])[CH2:26][CH2:27][CH3:28])=[CH:16][C:15]([CH3:21])=[N:14][C:13]=23)=[C:4]([CH3:25])[CH:3]=1. The catalyst class is: 8. (4) Reactant: [CH:1]([N:4]([CH3:29])[C:5]1[C:6]([C:19]2[CH:24]=[CH:23][C:22]([C:25]([F:28])([F:27])[F:26])=[CH:21][CH:20]=2)=[N:7][C:8]2[C:13]([N:14]=1)=[CH:12][C:11]([C:15]([O:17]C)=[O:16])=[CH:10][CH:9]=2)([CH3:3])[CH3:2].[OH-].[Na+].O. Product: [CH:1]([N:4]([CH3:29])[C:5]1[C:6]([C:19]2[CH:24]=[CH:23][C:22]([C:25]([F:27])([F:28])[F:26])=[CH:21][CH:20]=2)=[N:7][C:8]2[C:13]([N:14]=1)=[CH:12][C:11]([C:15]([OH:17])=[O:16])=[CH:10][CH:9]=2)([CH3:3])[CH3:2]. The catalyst class is: 7.